Predict which catalyst facilitates the given reaction. From a dataset of Catalyst prediction with 721,799 reactions and 888 catalyst types from USPTO. (1) Reactant: [CH3:1][O:2][C:3](=[O:12])[C:4]1[CH:9]=[CH:8][C:7]([NH2:10])=[C:6]([I:11])[CH:5]=1.N([O-])=O.[Na+].Cl.[N-:18]=[N+:19]=[N-].[Na+]. Product: [CH3:1][O:2][C:3](=[O:12])[C:4]1[CH:9]=[CH:8][C:7]([N:10]=[N+:18]=[N-:19])=[C:6]([I:11])[CH:5]=1. The catalyst class is: 6. (2) Reactant: [F:1][C:2]1[CH:7]=[C:6]([F:8])[C:5]([N+:9]([O-:11])=[O:10])=[CH:4][C:3]=1[C:12]1[C:17]([Cl:18])=[C:16]([CH3:19])[C:15]([C:20]([F:23])([F:22])[F:21])=[CH:14][N:13]=1.[C:24]([O:28][CH3:29])(=[O:27])[CH2:25][OH:26].[F-].[K+]. Product: [F:1][C:2]1[CH:7]=[C:6]([F:8])[CH:5]=[CH:4][C:3]=1[C:12]1[C:17]([Cl:18])=[C:16]([CH3:19])[C:15]([C:20]([F:22])([F:23])[F:21])=[CH:14][N:13]=1.[F:1][C:2]1[CH:7]=[C:6]([O:26][CH2:25][C:24]([O:28][CH3:29])=[O:27])[C:5]([N+:9]([O-:11])=[O:10])=[CH:4][C:3]=1[C:12]1[C:17]([Cl:18])=[C:16]([CH3:19])[C:15]([C:20]([F:23])([F:22])[F:21])=[CH:14][N:13]=1. The catalyst class is: 12. (3) Product: [CH2:5]([O:4][C:1](=[O:3])[CH2:2][C:30]1([OH:33])[C:29]2[N:25]([CH2:24][C:21]3[CH:22]=[CH:23][C:18]([Cl:17])=[CH:19][CH:20]=3)[C:26]([CH:34]([CH3:35])[CH3:36])=[N:27][C:28]=2[CH2:32][CH2:31]1)[CH3:6]. The catalyst class is: 1. Reactant: [C:1]([O:4][CH2:5][CH3:6])(=[O:3])[CH3:2].[Li+].C[Si]([N-][Si](C)(C)C)(C)C.[Cl:17][C:18]1[CH:23]=[CH:22][C:21]([CH2:24][N:25]2[C:29]3[C:30](=[O:33])[CH2:31][CH2:32][C:28]=3[N:27]=[C:26]2[CH:34]([CH3:36])[CH3:35])=[CH:20][CH:19]=1.